From a dataset of Catalyst prediction with 721,799 reactions and 888 catalyst types from USPTO. Predict which catalyst facilitates the given reaction. (1) Reactant: C(O[C:6]([NH:8][NH:9][CH2:10][C:11]1[CH:16]=[C:15]([Br:17])[CH:14]=[CH:13][C:12]=1[OH:18])=O)(C)(C)C.CCO.[CH2:22]([O:24][C:25](=[O:35])[CH2:26][C:27](=CN(C)C)[C:28](=O)[CH3:29])[CH3:23]. Product: [CH2:22]([O:24][C:25](=[O:35])[CH2:26][C:27]1[CH:6]=[N:8][N:9]([CH2:10][C:11]2[CH:16]=[C:15]([Br:17])[CH:14]=[CH:13][C:12]=2[OH:18])[C:28]=1[CH3:29])[CH3:23]. The catalyst class is: 157. (2) Reactant: C(N1C=CN=C1)([N:3]1C=CN=C1)=O.[O:13]1[C:17]2[CH:18]=[CH:19][CH:20]=[C:21]([CH2:22][C:23]([OH:25])=O)[C:16]=2[CH:15]=[CH:14]1.N. Product: [O:13]1[C:17]2[CH:18]=[CH:19][CH:20]=[C:21]([CH2:22][C:23]([NH2:3])=[O:25])[C:16]=2[CH:15]=[CH:14]1. The catalyst class is: 7. (3) Reactant: [C:1]([CH:3](P(OCC)(OCC)=O)[CH:4]([CH:10]1[CH2:15][CH2:14][O:13][CH2:12][CH2:11]1)[CH2:5][CH2:6][C:7]([OH:9])=[O:8])#[N:2].[H-].[Na+].[N+:26]([C:29]1[CH:36]=[CH:35][C:34]([O:37][C:38]2[CH:43]=[CH:42][CH:41]=[CH:40][CH:39]=2)=[CH:33][C:30]=1[CH:31]=O)([O-:28])=[O:27].C(OCC)(=O)C. The catalyst class is: 1. Product: [C:1]([C:3](=[CH:31][C:30]1[CH:33]=[C:34]([O:37][C:38]2[CH:43]=[CH:42][CH:41]=[CH:40][CH:39]=2)[CH:35]=[CH:36][C:29]=1[N+:26]([O-:28])=[O:27])[CH:4]([CH:10]1[CH2:11][CH2:12][O:13][CH2:14][CH2:15]1)[CH2:5][CH2:6][C:7]([OH:9])=[O:8])#[N:2].